From a dataset of CYP3A4 inhibition data for predicting drug metabolism from PubChem BioAssay. Regression/Classification. Given a drug SMILES string, predict its absorption, distribution, metabolism, or excretion properties. Task type varies by dataset: regression for continuous measurements (e.g., permeability, clearance, half-life) or binary classification for categorical outcomes (e.g., BBB penetration, CYP inhibition). Dataset: cyp3a4_veith. (1) The molecule is CC(C)(C)Nc1nc(N2CCCC2)nc(N2CCCC2)n1. The result is 0 (non-inhibitor). (2) The molecule is CCN(CC)S(=O)(=O)c1ccc2c(c1)nc(SCC(=O)N1CCOCC1)n2-c1ccccc1OC. The result is 1 (inhibitor). (3) The compound is Cn1c(C(=O)O)c(CC(=O)NCc2cccnc2)c2ccccc21. The result is 0 (non-inhibitor). (4) The compound is Cc1cc(C)n(-c2cc(N3CCN(S(=O)(=O)c4ccc(C)c(C)c4)CC3)ccc2[N+](=O)[O-])n1. The result is 1 (inhibitor). (5) The molecule is COCC(=O)N1CCC2(CCN(Cc3nccs3)CC2)CC1. The result is 0 (non-inhibitor). (6) The molecule is ClCC[N+]12CC[N+](CCCl)(CC1)C2.O=C1NS(=O)(=O)c2ccccc21. The result is 0 (non-inhibitor).